From a dataset of Forward reaction prediction with 1.9M reactions from USPTO patents (1976-2016). Predict the product of the given reaction. (1) Given the reactants C(OC([N:8]1[CH2:22][C@@H:21]([CH3:23])[N:11]2[C:12]3[CH:13]=[C:14]([CH3:20])[C:15]([Br:19])=[CH:16][C:17]=3[CH:18]=[C:10]2[CH2:9]1)=O)(C)(C)C.[ClH:24], predict the reaction product. The product is: [ClH:24].[Br:19][C:15]1[C:14]([CH3:20])=[CH:13][C:12]2[N:11]3[C@H:21]([CH3:23])[CH2:22][NH:8][CH2:9][C:10]3=[CH:18][C:17]=2[CH:16]=1. (2) Given the reactants [Br:1][C:2]1[CH:3]=[C:4]([CH:19]=[CH:20][C:21]=1F)[C:5]([NH:7][C:8]1[CH:13]=[CH:12][C:11]([O:14][C:15]([F:18])([F:17])[F:16])=[CH:10][CH:9]=1)=[O:6].[NH:23]1[CH2:27][C@@H:26]([OH:28])[C@@H:25]([OH:29])[CH2:24]1.Cl, predict the reaction product. The product is: [Br:1][C:2]1[CH:3]=[C:4]([CH:19]=[CH:20][C:21]=1[N:23]1[CH2:27][C@@H:26]([OH:28])[C@@H:25]([OH:29])[CH2:24]1)[C:5]([NH:7][C:8]1[CH:13]=[CH:12][C:11]([O:14][C:15]([F:18])([F:17])[F:16])=[CH:10][CH:9]=1)=[O:6]. (3) The product is: [CH3:1][O:2][C:3]1[CH:38]=[N:37][C:6]2[N:7]([C:20]([NH:22][CH:23]([C:27]3[CH:32]=[CH:31][C:30]([C:33]([F:35])([F:34])[F:36])=[CH:29][CH:28]=3)[CH2:24][O:25][CH3:26])=[O:21])[CH2:8][C:9](=[O:19])[NH:10][C:5]=2[CH:4]=1. Given the reactants [CH3:1][O:2][C:3]1[CH:38]=[N:37][C:6]2[N:7]([C:20]([NH:22][CH:23]([C:27]3[CH:32]=[CH:31][C:30]([C:33]([F:36])([F:35])[F:34])=[CH:29][CH:28]=3)[CH2:24][O:25][CH3:26])=[O:21])[CH2:8][C:9](=[O:19])[N:10](COCC[Si](C)(C)C)[C:5]=2[CH:4]=1.FC(F)(F)C(O)=O, predict the reaction product. (4) The product is: [C:1]([O:5][C:6]([N:8]1[CH2:9][CH:10]([NH:22][S:24]([CH3:23])(=[O:26])=[O:25])[C@@H:11]([NH:13][C:14]([C:16]2[S:17][C:18]([Cl:21])=[CH:19][CH:20]=2)=[O:15])[CH2:12]1)=[O:7])([CH3:4])([CH3:2])[CH3:3]. Given the reactants [C:1]([O:5][C:6]([N:8]1[CH2:12][CH:11]([NH:13][C:14]([C:16]2[S:17][C:18]([Cl:21])=[CH:19][CH:20]=2)=[O:15])[C@@H:10]([NH2:22])[CH2:9]1)=[O:7])([CH3:4])([CH3:3])[CH3:2].[CH3:23][S:24](Cl)(=[O:26])=[O:25], predict the reaction product. (5) Given the reactants [Br:1][CH2:2][CH2:3][C:4]1[CH:9]=[N:8][CH:7]=[CH:6][N:5]=1.[N:10]12[CH2:17][CH2:16][CH:13]([CH2:14][CH2:15]1)[C@@H:12]([O:18][C:19]([C:21]1([C:28]3[CH:33]=[CH:32][CH:31]=[CH:30][CH:29]=3)[CH2:27][CH2:26][CH2:25][CH2:24][CH2:23][CH2:22]1)=[O:20])[CH2:11]2, predict the reaction product. The product is: [Br-:1].[C:28]1([C:21]2([C:19]([O:18][C@@H:12]3[CH:13]4[CH2:16][CH2:17][N+:10]([CH2:2][CH2:3][C:4]5[CH:9]=[N:8][CH:7]=[CH:6][N:5]=5)([CH2:15][CH2:14]4)[CH2:11]3)=[O:20])[CH2:27][CH2:26][CH2:25][CH2:24][CH2:23][CH2:22]2)[CH:29]=[CH:30][CH:31]=[CH:32][CH:33]=1. (6) Given the reactants [Cl:1][C:2]1[N:7]=[C:6](Cl)[CH:5]=[CH:4][N:3]=1.[CH3:9][O:10][C:11]1[CH:12]=[CH:13][C:14]([CH3:18])=[C:15]([CH:17]=1)[NH2:16].C(N(CC)CC)C, predict the reaction product. The product is: [Cl:1][C:2]1[N:7]=[C:6]([NH:16][C:15]2[CH:17]=[C:11]([O:10][CH3:9])[CH:12]=[CH:13][C:14]=2[CH3:18])[CH:5]=[CH:4][N:3]=1.